Dataset: NCI-60 drug combinations with 297,098 pairs across 59 cell lines. Task: Regression. Given two drug SMILES strings and cell line genomic features, predict the synergy score measuring deviation from expected non-interaction effect. (1) Drug 1: CC1=CC2C(CCC3(C2CCC3(C(=O)C)OC(=O)C)C)C4(C1=CC(=O)CC4)C. Drug 2: CC1CCC2CC(C(=CC=CC=CC(CC(C(=O)C(C(C(=CC(C(=O)CC(OC(=O)C3CCCCN3C(=O)C(=O)C1(O2)O)C(C)CC4CCC(C(C4)OC)O)C)C)O)OC)C)C)C)OC. Cell line: UACC-257. Synergy scores: CSS=-3.39, Synergy_ZIP=1.18, Synergy_Bliss=-1.55, Synergy_Loewe=-8.24, Synergy_HSA=-4.36. (2) Drug 1: CC(C)(C#N)C1=CC(=CC(=C1)CN2C=NC=N2)C(C)(C)C#N. Drug 2: C1=NNC2=C1C(=O)NC=N2. Cell line: HT29. Synergy scores: CSS=-1.29, Synergy_ZIP=-2.21, Synergy_Bliss=-7.36, Synergy_Loewe=-5.05, Synergy_HSA=-6.78. (3) Drug 1: CN(C)N=NC1=C(NC=N1)C(=O)N. Drug 2: C(CC(=O)O)C(=O)CN.Cl. Cell line: NCIH23. Synergy scores: CSS=12.5, Synergy_ZIP=-3.41, Synergy_Bliss=-0.184, Synergy_Loewe=-2.46, Synergy_HSA=0.596. (4) Drug 1: C1=NC2=C(N1)C(=S)N=C(N2)N. Drug 2: CCC1(CC2CC(C3=C(CCN(C2)C1)C4=CC=CC=C4N3)(C5=C(C=C6C(=C5)C78CCN9C7C(C=CC9)(C(C(C8N6C=O)(C(=O)OC)O)OC(=O)C)CC)OC)C(=O)OC)O.OS(=O)(=O)O. Cell line: 786-0. Synergy scores: CSS=45.6, Synergy_ZIP=2.44, Synergy_Bliss=3.10, Synergy_Loewe=1.20, Synergy_HSA=1.36. (5) Drug 1: CC1C(C(=O)NC(C(=O)N2CCCC2C(=O)N(CC(=O)N(C(C(=O)O1)C(C)C)C)C)C(C)C)NC(=O)C3=C4C(=C(C=C3)C)OC5=C(C(=O)C(=C(C5=N4)C(=O)NC6C(OC(=O)C(N(C(=O)CN(C(=O)C7CCCN7C(=O)C(NC6=O)C(C)C)C)C)C(C)C)C)N)C. Drug 2: C1=NC2=C(N=C(N=C2N1C3C(C(C(O3)CO)O)O)F)N. Cell line: MALME-3M. Synergy scores: CSS=10.5, Synergy_ZIP=-1.16, Synergy_Bliss=4.79, Synergy_Loewe=1.71, Synergy_HSA=2.24. (6) Synergy scores: CSS=42.9, Synergy_ZIP=-0.172, Synergy_Bliss=1.55, Synergy_Loewe=-11.1, Synergy_HSA=3.26. Cell line: NCI-H226. Drug 1: CCC1=CC2CC(C3=C(CN(C2)C1)C4=CC=CC=C4N3)(C5=C(C=C6C(=C5)C78CCN9C7C(C=CC9)(C(C(C8N6C)(C(=O)OC)O)OC(=O)C)CC)OC)C(=O)OC.C(C(C(=O)O)O)(C(=O)O)O. Drug 2: CC1C(C(CC(O1)OC2CC(CC3=C2C(=C4C(=C3O)C(=O)C5=CC=CC=C5C4=O)O)(C(=O)C)O)N)O. (7) Drug 1: CS(=O)(=O)OCCCCOS(=O)(=O)C. Drug 2: C1CN(P(=O)(OC1)NCCCl)CCCl. Cell line: MDA-MB-435. Synergy scores: CSS=0.315, Synergy_ZIP=-2.26, Synergy_Bliss=-1.99, Synergy_Loewe=-4.70, Synergy_HSA=-3.28.